Dataset: TCR-epitope binding with 47,182 pairs between 192 epitopes and 23,139 TCRs. Task: Binary Classification. Given a T-cell receptor sequence (or CDR3 region) and an epitope sequence, predict whether binding occurs between them. (1) The epitope is SSNVANYQK. The TCR CDR3 sequence is CSVGSGSREQYF. Result: 1 (the TCR binds to the epitope). (2) Result: 1 (the TCR binds to the epitope). The epitope is PKYVKQNTLKLAT. The TCR CDR3 sequence is CATSEGTGRAEPQHF. (3) The epitope is VSFIEFVGW. The TCR CDR3 sequence is CSAKGEDSYNEQFF. Result: 0 (the TCR does not bind to the epitope). (4) The epitope is YIFFASFYY. The TCR CDR3 sequence is CASSQIQGGNQPQHF. Result: 1 (the TCR binds to the epitope). (5) The epitope is YLDAYNMMI. The TCR CDR3 sequence is CASSLVGGAGHEQYF. Result: 1 (the TCR binds to the epitope).